Predict the product of the given reaction. From a dataset of Forward reaction prediction with 1.9M reactions from USPTO patents (1976-2016). (1) Given the reactants [CH3:1][C@@:2]1([CH2:13][N:14]2[CH2:19][CH2:18][N:17]([NH:20][C:21](=O)OC(C)(C)C)[CH2:16][CH2:15]2)[O:6][C:5]2=[N:7][C:8]([N+:10]([O-:12])=[O:11])=[CH:9][N:4]2[CH2:3]1.[Cl:28][C:29]1[CH:30]=[CH:31][C:32]2[O:36][C:35](C=O)=[CH:34][C:33]=2[CH:39]=1.FC(F)(F)C(O)=O.C(=O)([O-])O.[Na+], predict the reaction product. The product is: [Cl:28][C:29]1[CH:30]=[CH:31][C:32]2[O:36][C:35]([CH:21]=[N:20][N:17]3[CH2:16][CH2:15][N:14]([CH2:13][C@:2]4([CH3:1])[O:6][C:5]5=[N:7][C:8]([N+:10]([O-:12])=[O:11])=[CH:9][N:4]5[CH2:3]4)[CH2:19][CH2:18]3)=[CH:34][C:33]=2[CH:39]=1. (2) Given the reactants [CH2:1]([O:3][C:4](=[O:39])[CH2:5][C:6]1[CH:7]=[C:8]([C:14]2[CH:19]=[CH:18][C:17]([C:20]([F:23])([F:22])[F:21])=[CH:16][C:15]=2[CH2:24][N:25]([CH2:37][CH3:38])[C:26](=[N:34][C:35]#[N:36])OC2C=CC=CC=2)[C:9]([O:12][CH3:13])=[CH:10][CH:11]=1)[CH3:2].[NH2:40][CH2:41][CH:42]1[CH2:44][CH2:43]1, predict the reaction product. The product is: [CH2:1]([O:3][C:4](=[O:39])[CH2:5][C:6]1[CH:7]=[C:8]([C:14]2[CH:19]=[CH:18][C:17]([C:20]([F:22])([F:23])[F:21])=[CH:16][C:15]=2[CH2:24][N:25]([CH2:37][CH3:38])[C:26]([NH:34][C:35]#[N:36])=[N:40][CH2:41][CH:42]2[CH2:44][CH2:43]2)[C:9]([O:12][CH3:13])=[CH:10][CH:11]=1)[CH3:2]. (3) Given the reactants Cl.Cl.[NH2:3][CH2:4][CH:5]1[CH2:8][N:7]([C:9]2[C:19]([C:20]#[N:21])=[CH:18][C:12]([C:13]([O:15][CH2:16][CH3:17])=[O:14])=[C:11]([CH3:22])[N:10]=2)[CH2:6]1.[C:23]1([S:29]([N:32]=[C:33]=[O:34])(=[O:31])=[O:30])[CH:28]=[CH:27][CH:26]=[CH:25][CH:24]=1.CCN(C(C)C)C(C)C.CCOC(C)=O, predict the reaction product. The product is: [C:20]([C:19]1[C:9]([N:7]2[CH2:8][CH:5]([CH2:4][NH:3][C:33]([NH:32][S:29]([C:23]3[CH:24]=[CH:25][CH:26]=[CH:27][CH:28]=3)(=[O:31])=[O:30])=[O:34])[CH2:6]2)=[N:10][C:11]([CH3:22])=[C:12]([CH:18]=1)[C:13]([O:15][CH2:16][CH3:17])=[O:14])#[N:21].